Task: Predict the product of the given reaction.. Dataset: Forward reaction prediction with 1.9M reactions from USPTO patents (1976-2016) (1) Given the reactants CC1(C)[O:6][C@@H:5]([CH2:7][O:8][NH:9][C:10]([C:12]2[S:20][C:19]3[CH:18]=[CH:17][N:16]=[CH:15][C:14]=3[C:13]=2[NH:21][C:22]2[CH:27]=[CH:26][C:25]([Br:28])=[CH:24][C:23]=2[F:29])=[O:11])[CH2:4][O:3]1, predict the reaction product. The product is: [OH:6][C@H:5]([CH2:4][OH:3])[CH2:7][O:8][NH:9][C:10]([C:12]1[S:20][C:19]2[CH:18]=[CH:17][N:16]=[CH:15][C:14]=2[C:13]=1[NH:21][C:22]1[CH:27]=[CH:26][C:25]([Br:28])=[CH:24][C:23]=1[F:29])=[O:11]. (2) Given the reactants [CH:1]([C:4]1[CH:16]=[CH:15][CH:14]=[CH:13][C:5]=1[O:6][CH:7]1[CH2:12][CH2:11][CH2:10][CH2:9][O:8]1)([CH3:3])[CH3:2].C([Li])CCC.CON(C)[C:25]([CH:27]1[CH2:29][CH2:28]1)=[O:26].[Cl-].[NH4+], predict the reaction product. The product is: [CH:27]1([C:25]([C:13]2[CH:14]=[CH:15][CH:16]=[C:4]([CH:1]([CH3:3])[CH3:2])[C:5]=2[O:6][CH:7]2[CH2:12][CH2:11][CH2:10][CH2:9][O:8]2)=[O:26])[CH2:29][CH2:28]1. (3) Given the reactants Cl[C:2]1[C:11]([O:12][C@H:13]2[CH2:17][N:16]([C:18](=[O:39])[C@H:19]([CH:34]3[CH2:38][CH2:37][CH2:36][CH2:35]3)[NH:20][C:21]([O:23][C@@H:24]3[CH2:28][CH2:27][CH2:26][C@H:25]3[CH2:29][CH2:30][CH2:31][CH:32]=[CH2:33])=[O:22])[C@H:15]([C:40]([O:42][CH3:43])=[O:41])[CH2:14]2)=[CH:10][C:9]2[C:4](=[CH:5][CH:6]=[CH:7][CH:8]=2)[N:3]=1.[CH:44]([B-](F)(F)F)=[CH2:45].[K+].C(Cl)Cl, predict the reaction product. The product is: [CH:34]1([C@H:19]([NH:20][C:21]([O:23][C@@H:24]2[CH2:28][CH2:27][CH2:26][C@H:25]2[CH2:29][CH2:30][CH2:31][CH:32]=[CH2:33])=[O:22])[C:18]([N:16]2[CH2:17][C@H:13]([O:12][C:11]3[C:2]([CH:44]=[CH2:45])=[N:3][C:4]4[C:9]([CH:10]=3)=[CH:8][CH:7]=[CH:6][CH:5]=4)[CH2:14][C@H:15]2[C:40]([O:42][CH3:43])=[O:41])=[O:39])[CH2:38][CH2:37][CH2:36][CH2:35]1. (4) Given the reactants [Cl:1][C:2]1[CH:3]=[C:4]([OH:13])[CH:5]=[N:6][C:7]=1[O:8][CH2:9][CH:10]([CH3:12])[CH3:11].C(=O)([O-])[O-].[K+].[K+].[F:20][C:21]1[CH:30]=[C:29](F)[C:28]([F:32])=[CH:27][C:22]=1[C:23]([O:25][CH3:26])=[O:24], predict the reaction product. The product is: [Cl:1][C:2]1[CH:3]=[C:4]([O:13][C:29]2[C:28]([F:32])=[CH:27][C:22]([C:23]([O:25][CH3:26])=[O:24])=[C:21]([F:20])[CH:30]=2)[CH:5]=[N:6][C:7]=1[O:8][CH2:9][CH:10]([CH3:11])[CH3:12]. (5) Given the reactants [NH:1]([C:3]([O:5][CH2:6][C:7]1[CH:12]=[CH:11][CH:10]=[CH:9][CH:8]=1)=[O:4])[NH2:2].O.C(=O)([O-])O.[Na+].[O:19]1[CH:23]=[CH:22][CH:21]=[C:20]1[C:24](Cl)=[O:25], predict the reaction product. The product is: [O:19]1[CH:23]=[CH:22][CH:21]=[C:20]1[C:24]([NH:2][NH:1][C:3]([O:5][CH2:6][C:7]1[CH:12]=[CH:11][CH:10]=[CH:9][CH:8]=1)=[O:4])=[O:25]. (6) Given the reactants [I:1]N1C(=O)CCC1=O.[CH2:9]([O:11][C:12](=[O:24])/[CH:13]=[CH:14]/[C:15]1[CH:20]=[CH:19][C:18](B(O)O)=[CH:17][CH:16]=1)[CH3:10], predict the reaction product. The product is: [I:1][C:18]1[CH:19]=[CH:20][C:15](/[CH:14]=[CH:13]/[C:12]([O:11][CH2:9][CH3:10])=[O:24])=[CH:16][CH:17]=1. (7) Given the reactants [Cl-:1].[Cl-].[Cl-].[Ti+3:4].C(Cl)[Cl:6].[CH:14]1([Mg][CH:14]2[CH:18]=[CH:17][CH:16]=[CH:15]2)[CH:18]=[CH:17][CH:16]=[CH:15]1, predict the reaction product. The product is: [Cl-:6].[CH:17]1([Ti+2:4][CH:14]2[CH:15]=[CH:16][CH:17]=[CH:18]2)[CH:16]=[CH:15][CH:14]=[CH:18]1.[Cl-:1]. (8) The product is: [Cl:31][C:32]1[CH:44]=[C:43]([Cl:45])[CH:42]=[C:34]([CH2:35][N:36]2[CH2:41][CH2:40][O:39][CH2:38][CH2:37]2)[C:33]=1[C:10]1[C:11]2[CH:28]=[CH:27][CH:26]=[CH:25][C:12]=2[N:13]([CH2:16][C:17]2[CH:18]=[CH:19][C:20]([O:23][CH3:24])=[CH:21][CH:22]=2)[C:14](=[O:15])[CH:8]([NH:7][C:6](=[O:30])[O:5][C:1]([CH3:3])([CH3:2])[CH3:4])[N:9]=1. Given the reactants [C:1]([O:5][C:6](=[O:30])[NH:7][CH:8]1[C:14](=[O:15])[N:13]([CH2:16][C:17]2[CH:22]=[CH:21][C:20]([O:23][CH3:24])=[CH:19][CH:18]=2)[C:12]2[CH:25]=[CH:26][CH:27]=[CH:28][C:11]=2[C:10](Cl)=[N:9]1)([CH3:4])([CH3:3])[CH3:2].[Cl:31][C:32]1[C:33](B2OC(C)(C)C(C)(C)O2)=[C:34]([CH:42]=[C:43]([Cl:45])[CH:44]=1)[CH2:35][N:36]1[CH2:41][CH2:40][O:39][CH2:38][CH2:37]1, predict the reaction product. (9) Given the reactants [F:1][C:2]([F:11])([F:10])[C:3]1[CH:8]=[CH:7][C:6]([OH:9])=[CH:5][CH:4]=1.C(=O)([O-])[O-].[K+].[K+].Br[CH2:19][C:20]([O:22][CH3:23])=[O:21], predict the reaction product. The product is: [CH3:23][O:22][C:20](=[O:21])[CH2:19][O:9][C:6]1[CH:5]=[CH:4][C:3]([C:2]([F:10])([F:11])[F:1])=[CH:8][CH:7]=1. (10) Given the reactants [Li+:1].[CH3:2][CH:3]([N-:5][CH:6]([CH3:8])[CH3:7])[CH3:4].[SH:9][C:10]1[S:11][CH:12]=[CH:13][N:14]=1.[CH3:15][C:16](=[O:19])[CH2:17][CH3:18], predict the reaction product. The product is: [Li+:1].[CH3:2][CH:3]([N-:5][CH:6]([CH3:8])[CH3:7])[CH3:4].[SH:9][C:10]1[S:11][C:12]([C:16]([OH:19])([CH2:17][CH3:18])[CH3:15])=[CH:13][N:14]=1.